Dataset: Kir2.1 potassium channel HTS with 301,493 compounds. Task: Binary Classification. Given a drug SMILES string, predict its activity (active/inactive) in a high-throughput screening assay against a specified biological target. (1) The compound is O=C(NC(C1C2CC(C1)CC2)C)c1cn(nc1)CC. The result is 0 (inactive). (2) The compound is S(=O)(=O)(N1CCC(CC1)C(OCC(=O)N(C1CCCCC1)C)=O)c1cc(c(cc1)C)C. The result is 0 (inactive).